From a dataset of NCI-60 drug combinations with 297,098 pairs across 59 cell lines. Regression. Given two drug SMILES strings and cell line genomic features, predict the synergy score measuring deviation from expected non-interaction effect. Drug 1: CCN(CC)CCCC(C)NC1=C2C=C(C=CC2=NC3=C1C=CC(=C3)Cl)OC. Drug 2: CC12CCC3C(C1CCC2OP(=O)(O)O)CCC4=C3C=CC(=C4)OC(=O)N(CCCl)CCCl.[Na+]. Cell line: RXF 393. Synergy scores: CSS=4.24, Synergy_ZIP=-2.28, Synergy_Bliss=-1.27, Synergy_Loewe=-5.13, Synergy_HSA=-3.19.